From a dataset of Full USPTO retrosynthesis dataset with 1.9M reactions from patents (1976-2016). Predict the reactants needed to synthesize the given product. (1) Given the product [CH3:13][C:14]1([CH3:30])[C:18]([CH3:20])([CH3:19])[O:17][B:16]([C:2]2[CH:12]=[CH:11][C:5]([O:6][CH2:7][CH:8]3[CH2:10][O:9]3)=[CH:4][CH:3]=2)[O:15]1, predict the reactants needed to synthesize it. The reactants are: Br[C:2]1[CH:12]=[CH:11][C:5]([O:6][CH2:7][CH:8]2[CH2:10][O:9]2)=[CH:4][CH:3]=1.[CH3:13][C:14]1([CH3:30])[C:18]([CH3:20])([CH3:19])[O:17][B:16]([B:16]2[O:17][C:18]([CH3:20])([CH3:19])[C:14]([CH3:30])([CH3:13])[O:15]2)[O:15]1.C([O-])(=O)C.[K+]. (2) Given the product [CH3:1][C:2]1[CH:3]=[C:4]([CH2:12][CH2:13][C:14]([O:16][CH3:17])=[O:15])[CH:5]=[C:6]([C:8](=[O:11])[NH:9][CH3:10])[CH:7]=1, predict the reactants needed to synthesize it. The reactants are: [CH3:1][C:2]1[CH:3]=[C:4](/[CH:12]=[CH:13]/[C:14]([O:16][CH3:17])=[O:15])[CH:5]=[C:6]([C:8](=[O:11])[NH:9][CH3:10])[CH:7]=1. (3) Given the product [NH2:22][C@@H:20]1[CH2:19][C@H:15]2[O:16][CH2:17][CH2:18][C@@:14]2([C:12]([N:9]2[CH2:8][C:7]3[CH:33]=[C:3]([C:2]([F:35])([F:34])[F:1])[CH:4]=[CH:5][C:6]=3[O:11][CH2:10]2)=[O:13])[CH2:21]1, predict the reactants needed to synthesize it. The reactants are: [F:1][C:2]([F:35])([F:34])[C:3]1[CH:4]=[CH:5][C:6]2[O:11][CH2:10][N:9]([C:12]([C@:14]34[CH2:21][C@H:20]([N:22]5C(=O)C6C(=CC=CC=6)C5=O)[CH2:19][C@H:15]3[O:16][CH2:17][CH2:18]4)=[O:13])[CH2:8][C:7]=2[CH:33]=1.NN. (4) Given the product [CH3:2][CH:3]([C:28]1[CH:27]=[CH:26][C:24]([CH2:20][CH:21]([CH:22]=[O:23])[CH3:17])=[CH:30][CH:29]=1)[CH3:4], predict the reactants needed to synthesize it. The reactants are: [H-].[CH2:2]([Al+]CC(C)C)[CH:3](C)[CH3:4].[H-].[Al+3].[Na+].[H-].[H-].[H-].[CH2:17](Cl)Cl.[CH2:20]1[CH2:24][O:23][CH2:22][CH2:21]1.C[CH2:26][CH2:27][CH2:28][CH2:29][CH3:30]. (5) The reactants are: [OH:1][C:2]1([C:6]2[S:7][C:8]([C:11]3[CH:12]=[C:13]([NH:17]C(=O)OC(C)(C)C)[CH:14]=[N:15][CH:16]=3)=[CH:9][N:10]=2)[CH2:5][CH2:4][CH2:3]1. Given the product [NH2:17][C:13]1[CH:12]=[C:11]([C:8]2[S:7][C:6]([C:2]3([OH:1])[CH2:5][CH2:4][CH2:3]3)=[N:10][CH:9]=2)[CH:16]=[N:15][CH:14]=1, predict the reactants needed to synthesize it.